Predict which catalyst facilitates the given reaction. From a dataset of Catalyst prediction with 721,799 reactions and 888 catalyst types from USPTO. (1) Reactant: Br[CH2:2][C:3](=O)[CH2:4][CH:5]1[CH2:10][CH2:9][N:8]([C:11]([O:13][C:14]([CH3:17])([CH3:16])[CH3:15])=[O:12])[CH2:7][CH2:6]1.[Br:19][C:20]1[CH:21]=[C:22]([O:30][C:31]2[CH:36]=[CH:35][CH:34]=[CH:33][CH:32]=2)[C:23]([NH:26][C:27]([NH2:29])=[S:28])=[N:24][CH:25]=1.C(N(CC)CC)C. Product: [Br:19][C:20]1[CH:21]=[C:22]([O:30][C:31]2[CH:32]=[CH:33][CH:34]=[CH:35][CH:36]=2)[C:23]([NH:26][C:27]2[S:28][CH:2]=[C:3]([CH2:4][CH:5]3[CH2:10][CH2:9][N:8]([C:11]([O:13][C:14]([CH3:17])([CH3:16])[CH3:15])=[O:12])[CH2:7][CH2:6]3)[N:29]=2)=[N:24][CH:25]=1. The catalyst class is: 8. (2) Reactant: [CH3:1][C:2]1[C:10]2[C:5](=[CH:6][CH:7]=[CH:8][C:9]=2[CH3:11])[N:4]([CH2:12][CH2:13][C:14]([NH:16][NH2:17])=[O:15])[CH:3]=1.[F:18][C:19]1[CH:26]=[C:25]([O:27][CH3:28])[C:24]([O:29][CH3:30])=[CH:23][C:20]=1[CH:21]=O. Product: [CH3:1][C:2]1[C:10]2[C:5](=[CH:6][CH:7]=[CH:8][C:9]=2[CH3:11])[N:4]([CH2:12][CH2:13][C:14]([NH:16][N:17]=[CH:21][C:20]2[CH:23]=[C:24]([O:29][CH3:30])[C:25]([O:27][CH3:28])=[CH:26][C:19]=2[F:18])=[O:15])[CH:3]=1. The catalyst class is: 5. (3) Reactant: [NH2:1][C:2]1[CH:3]=[N:4][CH:5]=[CH:6][C:7]=1I.[I-].[CH3:10][C:11]1[C:15]([Zn+])=[C:14]([CH3:17])[O:13][N:12]=1.C(N(CC(O)=O)CC(O)=O)CN(CC(O)=O)CC(O)=O.[Li+].[OH-]. Product: [CH3:10][C:11]1[C:15]([C:7]2[CH:6]=[CH:5][N:4]=[CH:3][C:2]=2[NH2:1])=[C:14]([CH3:17])[O:13][N:12]=1. The catalyst class is: 1.